From a dataset of Forward reaction prediction with 1.9M reactions from USPTO patents (1976-2016). Predict the product of the given reaction. (1) Given the reactants [Cl:1][C:2]1[N:7]=[N:6][CH:5]=[C:4]([NH:8][C@H:9]2[CH2:14][CH2:13][CH2:12][CH2:11][C@H:10]2[C:15]([OH:17])=O)[CH:3]=1.C1C=CC2N(O)N=NC=2C=1.C(Cl)CCl.Cl.[F:33][C:34]([F:38])([F:37])[CH2:35][NH2:36], predict the reaction product. The product is: [Cl:1][C:2]1[N:7]=[N:6][CH:5]=[C:4]([NH:8][C@H:9]2[CH2:14][CH2:13][CH2:12][CH2:11][C@H:10]2[C:15]([NH:36][CH2:35][C:34]([F:38])([F:37])[F:33])=[O:17])[CH:3]=1. (2) Given the reactants [I:1][C:2]1[CH:3]=[CH:4][C:5]2[N:6]([CH:8]=[CH:9][N:10]=2)[CH:7]=1.[CH3:11][N+:12]([CH3:14])=[CH2:13].[I-], predict the reaction product. The product is: [CH3:11][N:12]([CH2:14][C:8]1[N:6]2[CH:7]=[C:2]([I:1])[CH:3]=[CH:4][C:5]2=[N:10][CH:9]=1)[CH3:13]. (3) Given the reactants [C:1]([O:5][C:6]([N:8]1[CH2:12][CH2:11][CH2:10][C@H:9]1[C:13]([OH:15])=O)=[O:7])([CH3:4])([CH3:3])[CH3:2].C(N(C(C)C)CC)(C)C.F[P-](F)(F)(F)(F)F.CN(C)C(F)=[N+](C)C.C1(P(=[N:59][CH:60]2[CH:64]([O:65][CH2:66][CH3:67])[O:63][C:62](=[O:68])[CH2:61]2)(C2C=CC=CC=2)C2C=CC=CC=2)C=CC=CC=1, predict the reaction product. The product is: [C:1]([O:5][C:6]([N:8]1[CH2:12][CH2:11][CH2:10][C@@H:9]1[C:13](=[O:15])[NH:59][CH:60]1[CH2:61][C:62](=[O:68])[O:63][CH:64]1[O:65][CH2:66][CH3:67])=[O:7])([CH3:2])([CH3:3])[CH3:4]. (4) Given the reactants [CH:1]1([C:4]2[CH:5]=[N:6][C:7]([NH:17][C:18]3[CH:26]=[CH:25][CH:24]=[C:23]4[C:19]=3[CH:20]=[CH:21][N:22]4[CH2:27][CH:28]3[CH2:30][CH2:29]3)=[C:8]([CH:16]=2)[C:9]([O:11]C(C)(C)C)=[O:10])[CH2:3][CH2:2]1.[OH-].[Na+], predict the reaction product. The product is: [CH:1]1([C:4]2[CH:5]=[N:6][C:7]([NH:17][C:18]3[CH:26]=[CH:25][CH:24]=[C:23]4[C:19]=3[CH:20]=[CH:21][N:22]4[CH2:27][CH:28]3[CH2:30][CH2:29]3)=[C:8]([CH:16]=2)[C:9]([OH:11])=[O:10])[CH2:3][CH2:2]1. (5) Given the reactants [C:1]1([S:11]([N:14]2[C:22]3[C:17](=[CH:18][CH:19]=[C:20]([NH2:23])[CH:21]=3)[CH:16]=[N:15]2)(=[O:13])=[O:12])[C:10]2[C:5](=[CH:6][CH:7]=[CH:8][CH:9]=2)[CH:4]=[CH:3][CH:2]=1.[C:24]([NH:31][CH2:32][CH2:33][C:34](O)=[O:35])([O:26][C:27]([CH3:30])([CH3:29])[CH3:28])=[O:25].Cl.CN(C)CCCN=C=NCC, predict the reaction product. The product is: [C:27]([O:26][C:24](=[O:25])[NH:31][CH2:32][CH2:33][C:34](=[O:35])[NH:23][C:20]1[CH:21]=[C:22]2[C:17]([CH:16]=[N:15][N:14]2[S:11]([C:1]2[C:10]3[C:5](=[CH:6][CH:7]=[CH:8][CH:9]=3)[CH:4]=[CH:3][CH:2]=2)(=[O:13])=[O:12])=[CH:18][CH:19]=1)([CH3:30])([CH3:28])[CH3:29]. (6) Given the reactants [CH3:1][O:2][C:3]1[CH:31]=[CH:30][C:6]([CH2:7][S:8][C@H:9]2[CH2:13][N:12]([S:14]([C:17]3[CH:26]=[CH:25][C:24]4[C:19](=[CH:20][CH:21]=[CH:22][CH:23]=4)[CH:18]=3)(=[O:16])=[O:15])[C@H:11]([C:27]([OH:29])=O)[CH2:10]2)=[CH:5][CH:4]=1.ON1C=CC=CC1=O.[CH2:40]([NH:44][NH2:45])[CH:41]([CH3:43])[CH3:42].S([O-])([O-])(=O)=O.C(O)(=O)C, predict the reaction product. The product is: [CH2:40]([NH:44][NH:45][C:27]([C@@H:11]1[CH2:10][C@@H:9]([S:8][CH2:7][C:6]2[CH:5]=[CH:4][C:3]([O:2][CH3:1])=[CH:31][CH:30]=2)[CH2:13][N:12]1[S:14]([C:17]1[CH:26]=[CH:25][C:24]2[C:19](=[CH:20][CH:21]=[CH:22][CH:23]=2)[CH:18]=1)(=[O:16])=[O:15])=[O:29])[CH:41]([CH3:43])[CH3:42]. (7) Given the reactants [CH2:1]([O:8][C:9]([NH:11][CH:12]([CH2:16][CH:17]([CH3:19])[CH3:18])[C:13]([OH:15])=O)=[O:10])[C:2]1[CH:7]=[CH:6][CH:5]=[CH:4][CH:3]=1.[NH2:20][C:21]1[CH:22]=[CH:23][C:24]([OH:31])=[C:25]([CH:30]=1)[C:26]([O:28][CH3:29])=[O:27].CCN(CC)CC.CN(C(ON1N=NC2C=CC=NC1=2)=[N+](C)C)C.F[P-](F)(F)(F)(F)F, predict the reaction product. The product is: [CH2:1]([O:8][C:9]([NH:11][CH:12]([CH2:16][CH:17]([CH3:19])[CH3:18])[C:13]([NH:20][C:21]1[CH:22]=[CH:23][C:24]([OH:31])=[C:25]([CH:30]=1)[C:26]([O:28][CH3:29])=[O:27])=[O:15])=[O:10])[C:2]1[CH:3]=[CH:4][CH:5]=[CH:6][CH:7]=1. (8) Given the reactants [CH2:1]([O:3][P:4](/[CH:9]=[CH:10]/[C:11]1[C:12]([O:22][CH2:23][C:24]2[CH:47]=[CH:46][C:27]([O:28][CH2:29][C:30]3[N:31]=[C:32]([C:36]4[CH:45]=[CH:44][C:39]([C:40]([O:42]C)=[O:41])=[CH:38][CH:37]=4)[O:33][C:34]=3[CH3:35])=[C:26]([O:48][CH3:49])[CH:25]=2)=[N:13][N:14]([C:16]2[CH:21]=[CH:20][CH:19]=[CH:18][CH:17]=2)[CH:15]=1)([O:6][CH2:7][CH3:8])=[O:5])[CH3:2].[OH-].[Na+].Cl, predict the reaction product. The product is: [CH2:7]([O:6][P:4](/[CH:9]=[CH:10]/[C:11]1[C:12]([O:22][CH2:23][C:24]2[CH:47]=[CH:46][C:27]([O:28][CH2:29][C:30]3[N:31]=[C:32]([C:36]4[CH:45]=[CH:44][C:39]([C:40]([OH:42])=[O:41])=[CH:38][CH:37]=4)[O:33][C:34]=3[CH3:35])=[C:26]([O:48][CH3:49])[CH:25]=2)=[N:13][N:14]([C:16]2[CH:17]=[CH:18][CH:19]=[CH:20][CH:21]=2)[CH:15]=1)([O:3][CH2:1][CH3:2])=[O:5])[CH3:8]. (9) Given the reactants C1(N([C@H]2CC[C@H](CC)CC2)[C:7](=[O:19])[NH:8][C:9]2[S:10][C:11]([S:14][CH2:15][C:16]([OH:18])=[O:17])=[CH:12][N:13]=2)CCCC1.[CH:28]1([NH:35][CH:36]2[CH2:41][CH2:40][CH:39]([C:42]3[CH:47]=[CH:46][CH:45]=[CH:44][CH:43]=3)[CH2:38][CH2:37]2)[CH2:34][CH2:33][CH2:32][CH2:31][CH2:30][CH2:29]1.C(OC(=O)CSC1SC(N)=NC=1)C, predict the reaction product. The product is: [CH:28]1([N:35]([C@H:36]2[CH2:41][CH2:40][C@H:39]([C:42]3[CH:43]=[CH:44][CH:45]=[CH:46][CH:47]=3)[CH2:38][CH2:37]2)[C:7](=[O:19])[NH:8][C:9]2[S:10][C:11]([S:14][CH2:15][C:16]([OH:18])=[O:17])=[CH:12][N:13]=2)[CH2:29][CH2:30][CH2:31][CH2:32][CH2:33][CH2:34]1. (10) Given the reactants [F:1][C:2]1[CH:10]=[CH:9][C:8]([CH2:11][C:12]2[C:21]3[C:16](=[CH:17][CH:18]=[CH:19][CH:20]=3)[C:15](=[O:22])[NH:14][N:13]=2)=[CH:7][C:3]=1[C:4]([OH:6])=O.F[P-](F)(F)(F)(F)F.N1(OC(N(C)C)=[N+](C)C)C2C=CC=CC=2N=N1.[F:47][C:48]([F:61])([F:60])[C:49]1[N:53]2[CH2:54][CH2:55][NH:56][CH2:57][C:52]2=[C:51]([C:58]#[N:59])[N:50]=1.C(N(CC)C(C)C)(C)C, predict the reaction product. The product is: [F:1][C:2]1[CH:10]=[CH:9][C:8]([CH2:11][C:12]2[C:21]3[C:16](=[CH:17][CH:18]=[CH:19][CH:20]=3)[C:15](=[O:22])[NH:14][N:13]=2)=[CH:7][C:3]=1[C:4]([N:56]1[CH2:55][CH2:54][N:53]2[C:49]([C:48]([F:61])([F:47])[F:60])=[N:50][C:51]([C:58]#[N:59])=[C:52]2[CH2:57]1)=[O:6].